This data is from Full USPTO retrosynthesis dataset with 1.9M reactions from patents (1976-2016). The task is: Predict the reactants needed to synthesize the given product. Given the product [NH2:20][C@@H:16]1[CH2:17][CH2:18][CH2:19][N:14]([C:7]2[CH:6]=[C:5]([NH:28][C:29]3[CH:34]=[CH:33][C:32]([C:35]([N:37]4[CH2:38][CH2:39][O:40][CH2:41][CH2:42]4)=[O:36])=[CH:31][CH:30]=3)[C:4]([C:1]([NH2:2])=[O:3])=[C:9]([O:10][CH2:11][CH2:12][CH3:13])[N:8]=2)[CH2:15]1, predict the reactants needed to synthesize it. The reactants are: [C:1]([C:4]1[C:5]([NH:28][C:29]2[CH:34]=[CH:33][C:32]([C:35]([N:37]3[CH2:42][CH2:41][O:40][CH2:39][CH2:38]3)=[O:36])=[CH:31][CH:30]=2)=[CH:6][C:7]([N:14]2[CH2:19][CH2:18][CH2:17][C@@H:16]([NH:20]C(=O)OC(C)(C)C)[CH2:15]2)=[N:8][C:9]=1[O:10][CH2:11][CH2:12][CH3:13])(=[O:3])[NH2:2].C(O)(C(F)(F)F)=O.